This data is from Forward reaction prediction with 1.9M reactions from USPTO patents (1976-2016). The task is: Predict the product of the given reaction. Given the reactants [NH2:1][C@H:2]1[CH2:7][CH2:6][C@H:5]([OH:8])[CH2:4][CH2:3]1.C1(S([N:18]2[C:22]3=[N:23][CH:24]=[CH:25][CH:26]=[C:21]3[C:20]([C:27]3[CH:32]=[CH:31][N:30]=[C:29](Cl)[N:28]=3)=[CH:19]2)(=O)=O)C=CC=CC=1, predict the reaction product. The product is: [NH:18]1[C:22]2=[N:23][CH:24]=[CH:25][CH:26]=[C:21]2[C:20]([C:27]2[CH:32]=[CH:31][N:30]=[C:29]([NH:1][C@H:2]3[CH2:7][CH2:6][C@H:5]([OH:8])[CH2:4][CH2:3]3)[N:28]=2)=[CH:19]1.